This data is from Reaction yield outcomes from USPTO patents with 853,638 reactions. The task is: Predict the reaction yield, written as a fraction of the theoretical maximum amount of product (1.0 means a 100% yield; for example, 0.34 means a 34% yield). (1) The reactants are [NH2:1][CH2:2][CH:3]([C:5]1[CH:10]=[CH:9][CH:8]=[CH:7][CH:6]=1)[OH:4].[CH2:11]=O. The catalyst is C1COCC1. The product is [C:5]1([CH:3]2[O:4][CH2:11][NH:1][CH2:2]2)[CH:10]=[CH:9][CH:8]=[CH:7][CH:6]=1. The yield is 0.910. (2) The reactants are [O:1]1CCCO[CH:2]1[C:7]1[CH:8]=[CH:9][C:10]([C:13]2[S:21][C:20]3[C:15](=[N:16][CH:17]=[CH:18][C:19]=3[O:22][C:23]3[CH:28]=[CH:27][C:26]([NH:29][C:30]([NH:32][CH:33]4[CH2:35][CH2:34]4)=[O:31])=[CH:25][C:24]=3[F:36])[CH:14]=2)=[N:11][CH:12]=1. The catalyst is CC(C)=O.O.C(O)(C(F)(F)F)=O. The product is [CH:33]1([NH:32][C:30]([NH:29][C:26]2[CH:27]=[CH:28][C:23]([O:22][C:19]3[CH:18]=[CH:17][N:16]=[C:15]4[CH:14]=[C:13]([C:10]5[CH:9]=[CH:8][C:7]([CH:2]=[O:1])=[CH:12][N:11]=5)[S:21][C:20]=34)=[C:24]([F:36])[CH:25]=2)=[O:31])[CH2:34][CH2:35]1. The yield is 0.850. (3) The reactants are C(O[C:4](=[O:9])[CH2:5][N+:6]([O-:8])=[O:7])C.[H-].[Na+].[H][H].[CH3:14][N:15]1C(=O)O[C:18](=[O:19])[C:17]2=[CH:23][CH:24]=[CH:25][CH:26]=[C:16]12.Cl. The catalyst is CC(N(C)C)=O. The product is [OH:19][C:18]1[C:17]2[C:16](=[CH:26][CH:25]=[CH:24][CH:23]=2)[N:15]([CH3:14])[C:4](=[O:9])[C:5]=1[N+:6]([O-:8])=[O:7]. The yield is 0.270.